This data is from Full USPTO retrosynthesis dataset with 1.9M reactions from patents (1976-2016). The task is: Predict the reactants needed to synthesize the given product. (1) Given the product [Br:29][C:18]1[S:17][C:13]2[N:14]([CH3:16])[N:15]=[C:10]([C:8]([NH:7][CH2:6][C:5]3[CH:22]=[CH:23][C:2]([Cl:1])=[CH:3][CH:4]=3)=[O:9])[S:11](=[O:21])(=[O:20])[C:12]=2[CH:19]=1, predict the reactants needed to synthesize it. The reactants are: [Cl:1][C:2]1[CH:23]=[CH:22][C:5]([CH2:6][NH:7][C:8]([C:10]2[S:11](=[O:21])(=[O:20])[C:12]3[CH:19]=[CH:18][S:17][C:13]=3[N:14]([CH3:16])[N:15]=2)=[O:9])=[CH:4][CH:3]=1.CN(C=O)C.[Br:29]N1C(=O)CCC1=O. (2) Given the product [CH2:23]([O:22][C:20](=[O:21])[C:17]([CH3:19])([CH:14]1[CH2:15][CH2:16][NH:11][CH2:12][CH2:13]1)[CH3:18])[CH3:24], predict the reactants needed to synthesize it. The reactants are: C(OC([N:11]1[CH2:16][CH:15]=[C:14]([C:17]([C:20]([O:22][CH2:23][CH3:24])=[O:21])([CH3:19])[CH3:18])[CH2:13][CH2:12]1)=O)C1C=CC=CC=1. (3) Given the product [ClH:1].[Cl:1][C:2]1[CH:7]=[C:6]([CH3:8])[C:5]([NH:9][C:10]2[N:14]([CH3:15])[C:13]3[C:16]([N:20]([C:27]4[CH:28]=[CH:29][C:30]([O:33][CH3:34])=[CH:31][CH:32]=4)[CH2:21][C:22]([N:42]([CH2:43][CH3:44])[CH2:40][CH3:41])=[O:24])=[CH:17][CH:18]=[CH:19][C:12]=3[N:11]=2)=[C:4]([O:35][CH3:36])[CH:3]=1, predict the reactants needed to synthesize it. The reactants are: [Cl:1][C:2]1[CH:7]=[C:6]([CH3:8])[C:5]([NH:9][C:10]2[N:14]([CH3:15])[C:13]3[C:16]([N:20]([C:27]4[CH:32]=[CH:31][C:30]([O:33][CH3:34])=[CH:29][CH:28]=4)[CH2:21][C:22]([O:24]CC)=O)=[CH:17][CH:18]=[CH:19][C:12]=3[N:11]=2)=[C:4]([O:35][CH3:36])[CH:3]=1.[OH-].[Na+].Cl.[CH2:40]([NH:42][CH2:43][CH3:44])[CH3:41].C(N(CC)CC)C.F[P-](F)(F)(F)(F)F.N1(OC(N(C)C)=[N+](C)C)C2C=CC=CC=2N=N1. (4) Given the product [Cl:11][C:6]1[C:7]2[C:8](=[O:9])[NH:10][CH:13]=[N:1][C:2]=2[CH:3]=[C:4]([Cl:12])[N:5]=1, predict the reactants needed to synthesize it. The reactants are: [NH2:1][C:2]1[C:7]([C:8]([NH2:10])=[O:9])=[C:6]([Cl:11])[N:5]=[C:4]([Cl:12])[CH:3]=1.[CH:13](OCC)(OCC)OCC. (5) Given the product [Cl:22][C:17]1[CH:18]=[CH:19][CH:20]=[CH:21][C:16]=1[CH:15]([O:14][CH:11]1[CH2:12][CH2:13][N:8]([C:30]([Cl:33])=[O:31])[CH2:9][CH2:10]1)[C:23]1[CH:24]=[CH:25][C:26]([Cl:29])=[CH:27][CH:28]=1, predict the reactants needed to synthesize it. The reactants are: C([N:8]1[CH2:13][CH2:12][CH:11]([O:14][CH:15]([C:23]2[CH:28]=[CH:27][C:26]([Cl:29])=[CH:25][CH:24]=2)[C:16]2[CH:21]=[CH:20][CH:19]=[CH:18][C:17]=2[Cl:22])[CH2:10][CH2:9]1)C1C=CC=CC=1.[C:30]([Cl:33])(Cl)=[O:31]. (6) Given the product [N:8]1([C:6]([O:5][C:1]([CH3:4])([CH3:2])[CH3:3])=[O:7])[CH2:13][CH2:12][CH:11]([C:14]([O:16][CH3:17])=[O:15])[CH2:10][CH2:9]1, predict the reactants needed to synthesize it. The reactants are: [C:1]([O:5][C:6]([N:8]1[CH2:13][CH2:12][CH:11]([C:14]([OH:16])=[O:15])[CH2:10][CH2:9]1)=[O:7])([CH3:4])([CH3:3])[CH3:2].[C:17]([O-])([O-])=O.[K+].[K+].IC. (7) Given the product [CH3:22][O:21][C:5]1[C:4]([O:23][CH3:24])=[C:3]([O:2][CH3:1])[C:13]2[C:12]3[CH:14]=[CH:15][C:16]([NH2:18])=[CH:17][C:11]=3[CH2:10][O:9][CH2:8][C:7]=2[CH:6]=1, predict the reactants needed to synthesize it. The reactants are: [CH3:1][O:2][C:3]1[C:13]2[C:12]3[CH:14]=[CH:15][C:16]([N+:18]([O-])=O)=[CH:17][C:11]=3[CH2:10][O:9][CH2:8][C:7]=2[CH:6]=[C:5]([O:21][CH3:22])[C:4]=1[O:23][CH3:24]. (8) Given the product [CH2:1]([O:3][C:4](=[O:47])[C:5]1[CH:10]=[CH:9][CH:8]=[CH:7][C:6]=1[C:11]1[C:20]2[CH2:21][N:22]([CH2:25][C:26]3[CH:27]=[CH:28][C:29]([F:32])=[CH:30][CH:31]=3)[C:23](=[O:24])[C:19]=2[C:18]([OH:33])=[C:17]2[C:12]=1[CH:13]=[CH:14][CH:15]=[N:16]2)[CH3:2], predict the reactants needed to synthesize it. The reactants are: [CH2:1]([O:3][C:4](=[O:47])[C:5]1[CH:10]=[CH:9][CH:8]=[CH:7][C:6]=1[C:11]1[C:20]2[CH2:21][N:22]([CH2:25][C:26]3[CH:31]=[CH:30][C:29]([F:32])=[CH:28][CH:27]=3)[C:23](=[O:24])[C:19]=2[C:18]([O:33]C(C2C=CC=CC=2)C2C=CC=CC=2)=[C:17]2[C:12]=1[CH:13]=[CH:14][CH:15]=[N:16]2)[CH3:2].FC(F)(F)C(O)=O.C([SiH](CC)CC)C. (9) Given the product [CH2:18]([N:15]1[CH2:14][CH2:13][NH:12][C@H:11]([CH2:10][CH2:9][OH:8])[CH2:16]1)[C:19]1[CH:20]=[CH:21][CH:22]=[CH:23][CH:24]=1, predict the reactants needed to synthesize it. The reactants are: C([O:8][C:9](=O)[CH2:10][C@@H:11]1[C:16](=O)[N:15]([CH2:18][C:19]2[CH:24]=[CH:23][CH:22]=[CH:21][CH:20]=2)[CH2:14][C:13](=O)[NH:12]1)C1C=CC=CC=1.[H-].[Al+3].[Li+].[H-].[H-].[H-].O.